From a dataset of NCI-60 drug combinations with 297,098 pairs across 59 cell lines. Regression. Given two drug SMILES strings and cell line genomic features, predict the synergy score measuring deviation from expected non-interaction effect. (1) Drug 1: C1CC(=O)NC(=O)C1N2CC3=C(C2=O)C=CC=C3N. Drug 2: CC12CCC3C(C1CCC2=O)CC(=C)C4=CC(=O)C=CC34C. Cell line: NCI-H522. Synergy scores: CSS=11.0, Synergy_ZIP=4.40, Synergy_Bliss=5.41, Synergy_Loewe=6.06, Synergy_HSA=6.47. (2) Drug 1: C1CCC(CC1)NC(=O)N(CCCl)N=O. Drug 2: CC1=C2C(C(=O)C3(C(CC4C(C3C(C(C2(C)C)(CC1OC(=O)C(C(C5=CC=CC=C5)NC(=O)OC(C)(C)C)O)O)OC(=O)C6=CC=CC=C6)(CO4)OC(=O)C)O)C)O. Cell line: NCI/ADR-RES. Synergy scores: CSS=11.5, Synergy_ZIP=-0.746, Synergy_Bliss=1.78, Synergy_Loewe=-0.308, Synergy_HSA=0.0574. (3) Synergy scores: CSS=36.8, Synergy_ZIP=1.64, Synergy_Bliss=3.45, Synergy_Loewe=5.50, Synergy_HSA=7.04. Cell line: DU-145. Drug 2: CC1=C(N=C(N=C1N)C(CC(=O)N)NCC(C(=O)N)N)C(=O)NC(C(C2=CN=CN2)OC3C(C(C(C(O3)CO)O)O)OC4C(C(C(C(O4)CO)O)OC(=O)N)O)C(=O)NC(C)C(C(C)C(=O)NC(C(C)O)C(=O)NCCC5=NC(=CS5)C6=NC(=CS6)C(=O)NCCC[S+](C)C)O. Drug 1: CC1C(C(=O)NC(C(=O)N2CCCC2C(=O)N(CC(=O)N(C(C(=O)O1)C(C)C)C)C)C(C)C)NC(=O)C3=C4C(=C(C=C3)C)OC5=C(C(=O)C(=C(C5=N4)C(=O)NC6C(OC(=O)C(N(C(=O)CN(C(=O)C7CCCN7C(=O)C(NC6=O)C(C)C)C)C)C(C)C)C)N)C. (4) Drug 1: C1CCC(CC1)NC(=O)N(CCCl)N=O. Drug 2: C1CCC(C(C1)N)N.C(=O)(C(=O)[O-])[O-].[Pt+4]. Cell line: SK-MEL-2. Synergy scores: CSS=21.3, Synergy_ZIP=-4.05, Synergy_Bliss=0.886, Synergy_Loewe=0.657, Synergy_HSA=0.208. (5) Drug 1: CC1C(C(=O)NC(C(=O)N2CCCC2C(=O)N(CC(=O)N(C(C(=O)O1)C(C)C)C)C)C(C)C)NC(=O)C3=C4C(=C(C=C3)C)OC5=C(C(=O)C(=C(C5=N4)C(=O)NC6C(OC(=O)C(N(C(=O)CN(C(=O)C7CCCN7C(=O)C(NC6=O)C(C)C)C)C)C(C)C)C)N)C. Drug 2: CN(C(=O)NC(C=O)C(C(C(CO)O)O)O)N=O. Cell line: U251. Synergy scores: CSS=32.6, Synergy_ZIP=-0.739, Synergy_Bliss=5.08, Synergy_Loewe=-12.5, Synergy_HSA=4.28. (6) Drug 1: C1=CC=C(C=C1)NC(=O)CCCCCCC(=O)NO. Drug 2: C(CC(=O)O)C(=O)CN.Cl. Cell line: SF-539. Synergy scores: CSS=0.441, Synergy_ZIP=-3.05, Synergy_Bliss=0.715, Synergy_Loewe=-2.41, Synergy_HSA=-2.22. (7) Drug 1: CC1C(C(CC(O1)OC2CC(CC3=C2C(=C4C(=C3O)C(=O)C5=C(C4=O)C(=CC=C5)OC)O)(C(=O)C)O)N)O.Cl. Drug 2: CCC(=C(C1=CC=CC=C1)C2=CC=C(C=C2)OCCN(C)C)C3=CC=CC=C3.C(C(=O)O)C(CC(=O)O)(C(=O)O)O. Cell line: SF-268. Synergy scores: CSS=21.1, Synergy_ZIP=10.3, Synergy_Bliss=10.1, Synergy_Loewe=-15.6, Synergy_HSA=5.94. (8) Drug 1: C1=CC(=CC=C1CCC2=CNC3=C2C(=O)NC(=N3)N)C(=O)NC(CCC(=O)O)C(=O)O. Drug 2: C(=O)(N)NO. Cell line: PC-3. Synergy scores: CSS=65.8, Synergy_ZIP=6.44, Synergy_Bliss=6.32, Synergy_Loewe=-11.1, Synergy_HSA=8.37. (9) Drug 1: CC1=C(C(=CC=C1)Cl)NC(=O)C2=CN=C(S2)NC3=CC(=NC(=N3)C)N4CCN(CC4)CCO. Drug 2: CCC1(C2=C(COC1=O)C(=O)N3CC4=CC5=C(C=CC(=C5CN(C)C)O)N=C4C3=C2)O.Cl. Cell line: HCT116. Synergy scores: CSS=49.0, Synergy_ZIP=5.89, Synergy_Bliss=3.74, Synergy_Loewe=-10.4, Synergy_HSA=4.30. (10) Drug 1: C1CCC(C(C1)N)N.C(=O)(C(=O)[O-])[O-].[Pt+4]. Drug 2: CCC1(C2=C(COC1=O)C(=O)N3CC4=CC5=C(C=CC(=C5CN(C)C)O)N=C4C3=C2)O.Cl. Cell line: SF-268. Synergy scores: CSS=32.7, Synergy_ZIP=-10.5, Synergy_Bliss=-6.39, Synergy_Loewe=-20.5, Synergy_HSA=-1.90.